This data is from Reaction yield outcomes from USPTO patents with 853,638 reactions. The task is: Predict the reaction yield, written as a fraction of the theoretical maximum amount of product (1.0 means a 100% yield; for example, 0.34 means a 34% yield). (1) The yield is 1.00. The catalyst is C(OCC)C. The reactants are [O:1]=[C:2]1[CH2:7][CH2:6][N:5]([C:8]([O:10][C:11]([CH3:14])([CH3:13])[CH3:12])=[O:9])[CH2:4][CH2:3]1.[CH3:15][O:16][C:17]1[CH:22]=[CH:21][C:20]([Mg]Br)=[CH:19][CH:18]=1. The product is [OH:1][C:2]1([C:20]2[CH:21]=[CH:22][C:17]([O:16][CH3:15])=[CH:18][CH:19]=2)[CH2:3][CH2:4][N:5]([C:8]([O:10][C:11]([CH3:14])([CH3:13])[CH3:12])=[O:9])[CH2:6][CH2:7]1. (2) The reactants are Cl.[NH2:2][C@H:3]1[CH2:8][CH2:7][CH2:6][N:5]([CH2:9][CH2:10][OH:11])[C:4]1=[O:12].C(N(CC)CC)C.O=C1CCC(=O)N1[C:27]1[C:35]2[C:30](=[CH:31][C:32]([C:45]([O-])=[O:46])=[C:33]([O:36][C:37]3[CH:42]=[CH:41][C:40]([F:43])=[CH:39][C:38]=3[F:44])[CH:34]=2)[N:29]([CH2:48][CH:49]([CH3:51])[CH3:50])[N:28]=1. The catalyst is CN(C)C=O.C(OCC)(=O)C. The yield is 0.800. The product is [F:44][C:38]1[CH:39]=[C:40]([F:43])[CH:41]=[CH:42][C:37]=1[O:36][C:33]1[CH:34]=[C:35]2[C:30](=[CH:31][C:32]=1[C:45]([NH:2][C@H:3]1[CH2:8][CH2:7][CH2:6][N:5]([CH2:9][CH2:10][OH:11])[C:4]1=[O:12])=[O:46])[N:29]([CH2:48][CH:49]([CH3:51])[CH3:50])[N:28]=[CH:27]2. (3) The reactants are C(O)(C)C.[CH3:5][O:6][C:7]([C:9]1[C:10]([CH3:30])=[C:11](/[C:14](/[CH:17]2[CH2:22][CH2:21][N:20]([C:23]([O:25][C:26]([CH3:29])([CH3:28])[CH3:27])=[O:24])[CH2:19][CH2:18]2)=[CH:15]/[CH3:16])[S:12][CH:13]=1)=[O:8]. The catalyst is CO.[Pd]. The product is [CH3:5][O:6][C:7]([C:9]1[C:10]([CH3:30])=[C:11]([CH:14]([CH:17]2[CH2:22][CH2:21][N:20]([C:23]([O:25][C:26]([CH3:29])([CH3:28])[CH3:27])=[O:24])[CH2:19][CH2:18]2)[CH2:15][CH3:16])[S:12][CH:13]=1)=[O:8]. The yield is 0.800. (4) The reactants are S(=O)(=O)(O)O.C(OC([N:13](COCC[Si](C)(C)C)[C:14]1[S:15][C@:16]2([C:30]([O:32][CH2:33][CH3:34])=[O:31])[C@H:18]([C@:19]([C:22]3[CH:27]=[CH:26][CH:25]=[C:24]([F:28])[C:23]=3[F:29])([CH3:21])[N:20]=1)[CH2:17]2)=O)(C)(C)C.[N+:43]([O-])([O-:45])=[O:44].[Na+].O.[O-]P([O-])([O-])=O.[K+].[K+].[K+].[OH-].[Na+]. No catalyst specified. The product is [NH2:13][C:14]1[S:15][C@:16]2([C:30]([O:32][CH2:33][CH3:34])=[O:31])[C@H:18]([C@:19]([C:22]3[CH:27]=[C:26]([N+:43]([O-:45])=[O:44])[CH:25]=[C:24]([F:28])[C:23]=3[F:29])([CH3:21])[N:20]=1)[CH2:17]2. The yield is 0.890.